This data is from Forward reaction prediction with 1.9M reactions from USPTO patents (1976-2016). The task is: Predict the product of the given reaction. (1) The product is: [Cl:1][C:2]1[CH:3]=[C:4]([C:5]([NH:27][CH2:28][C:29]2[CH:30]=[N:31][CH:32]=[CH:33][CH:34]=2)=[O:7])[CH:8]=[CH:9][C:10]=1[C:11]([NH:12][C:13]1[CH:18]=[CH:17][C:16]([Cl:19])=[C:15]([C:20]2[CH:25]=[CH:24][CH:23]=[CH:22][N:21]=2)[CH:14]=1)=[O:26]. Given the reactants [Cl:1][C:2]1[CH:3]=[C:4]([CH:8]=[CH:9][C:10]=1[C:11](=[O:26])[NH:12][C:13]1[CH:18]=[CH:17][C:16]([Cl:19])=[C:15]([C:20]2[CH:25]=[CH:24][CH:23]=[CH:22][N:21]=2)[CH:14]=1)[C:5]([OH:7])=O.[NH2:27][CH2:28][C:29]1[CH:30]=[N:31][CH:32]=[CH:33][CH:34]=1, predict the reaction product. (2) The product is: [Cl:36][C:29]1[C:30]([C:32]([F:35])([F:33])[F:34])=[CH:31][C:26]([O:21][C:17]2[C:18]([F:20])=[CH:19][C:14]([C:13]([NH:12][S:9](=[O:11])(=[O:10])[N:8]([CH3:24])[CH3:7])=[O:23])=[C:15]([F:22])[CH:16]=2)=[N:27][CH:28]=1. Given the reactants C(=O)([O-])[O-].[Cs+].[Cs+].[CH3:7][N:8]([CH3:24])[S:9]([NH:12][C:13](=[O:23])[C:14]1[CH:19]=[C:18]([F:20])[C:17]([OH:21])=[CH:16][C:15]=1[F:22])(=[O:11])=[O:10].Cl[C:26]1[CH:31]=[C:30]([C:32]([F:35])([F:34])[F:33])[C:29]([Cl:36])=[CH:28][N:27]=1, predict the reaction product. (3) The product is: [C:20]([NH2:22])(=[O:21])[C:19]1[CH:31]=[CH:32][CH:33]=[CH:17][CH:18]=1. Given the reactants FC(F)(F)C1C=C(C=C(C(F)(F)F)C=1)N.N[C:17]1[CH:18]=[C:19]([CH:31]=[CH:32][C:33]=1OC)[C:20]([NH:22]C1C=CC(F)=C(F)C=1)=[O:21], predict the reaction product. (4) Given the reactants [NH2:1][C:2]1[CH:10]=[CH:9][C:8]([CH2:11][CH2:12][N:13]2[CH2:17][CH2:16][CH2:15][CH2:14]2)=[CH:7][C:3]=1[C:4]([NH2:6])=[O:5].[CH3:18][C:19]1[CH:24]=[C:23]([CH:25]=O)[CH:22]=[C:21]([CH3:27])[N:20]=1.S([O-])(O)=O.[Na+].C1(C)C=CC(S(O)(=O)=O)=CC=1, predict the reaction product. The product is: [CH3:18][C:19]1[CH:24]=[C:23]([C:25]2[NH:6][C:4](=[O:5])[C:3]3[C:2](=[CH:10][CH:9]=[C:8]([CH2:11][CH2:12][N:13]4[CH2:17][CH2:16][CH2:15][CH2:14]4)[CH:7]=3)[N:1]=2)[CH:22]=[C:21]([CH3:27])[N:20]=1. (5) Given the reactants C([N:8]1[CH2:12][CH2:11][CH:10]([C:13]2[CH:14]=[C:15]3[C:19](=[CH:20][CH:21]=2)[NH:18][C:17]([C:22]([NH:24][C:25]2[CH:30]=[C:29]([F:31])[CH:28]=[C:27]([F:32])[CH:26]=2)=[O:23])=[CH:16]3)[CH2:9]1)C1C=CC=CC=1, predict the reaction product. The product is: [F:32][C:27]1[CH:26]=[C:25]([NH:24][C:22]([C:17]2[NH:18][C:19]3[C:15]([CH:16]=2)=[CH:14][C:13]([CH:10]2[CH2:11][CH2:12][NH:8][CH2:9]2)=[CH:21][CH:20]=3)=[O:23])[CH:30]=[C:29]([F:31])[CH:28]=1. (6) Given the reactants [CH3:1][C:2]1[CH:3]=[CH:4][CH:5]=[C:6]([OH:13])[C:7]=1[C:8]([O:10][CH2:11][CH3:12])=[O:9].O.[OH-].[Li+].S(OC)(O[CH3:21])(=O)=O, predict the reaction product. The product is: [CH3:21][O:13][C:6]1[CH:5]=[CH:4][CH:3]=[C:2]([CH3:1])[C:7]=1[C:8]([O:10][CH2:11][CH3:12])=[O:9]. (7) Given the reactants Cl.Cl.Cl.[S:4]1[C:12]2[CH:11]=[CH:10][N:9]=[C:8]([N:13]3[CH2:18][CH2:17][N:16]([CH2:19][CH2:20][C@H:21]4[CH2:26][CH2:25][C@H:24]([NH2:27])[CH2:23][CH2:22]4)[CH2:15][CH2:14]3)[C:7]=2[CH:6]=[CH:5]1.[CH3:28][O:29][CH2:30][CH2:31][C:32](O)=[O:33], predict the reaction product. The product is: [CH3:28][O:29][CH2:30][CH2:31][C:32]([NH:27][C@H:24]1[CH2:25][CH2:26][C@H:21]([CH2:20][CH2:19][N:16]2[CH2:17][CH2:18][N:13]([C:8]3[C:7]4[CH:6]=[CH:5][S:4][C:12]=4[CH:11]=[CH:10][N:9]=3)[CH2:14][CH2:15]2)[CH2:22][CH2:23]1)=[O:33].